Dataset: Forward reaction prediction with 1.9M reactions from USPTO patents (1976-2016). Task: Predict the product of the given reaction. (1) Given the reactants B(Br)(Br)Br.ClCCl.[F:8][C:9]([F:38])([F:37])[C:10]1[CH:11]=[C:12]([NH:20][C:21](=[O:36])[C:22]2[CH:27]=[CH:26][C:25]([C:28]3[CH:33]=[CH:32][CH:31]=[CH:30][CH:29]=3)=[CH:24][C:23]=2[O:34]C)[CH:13]=[C:14]([C:16]([F:19])([F:18])[F:17])[CH:15]=1, predict the reaction product. The product is: [F:8][C:9]([F:37])([F:38])[C:10]1[CH:11]=[C:12]([NH:20][C:21](=[O:36])[C:22]2[CH:27]=[CH:26][C:25]([C:28]3[CH:33]=[CH:32][CH:31]=[CH:30][CH:29]=3)=[CH:24][C:23]=2[OH:34])[CH:13]=[C:14]([C:16]([F:17])([F:18])[F:19])[CH:15]=1. (2) Given the reactants F[C:2]1[CH:11]=[CH:10][C:5]([C:6]([O:8][CH3:9])=[O:7])=[CH:4][CH:3]=1.[CH3:12][C@H:13]1[CH2:18][NH:17][CH2:16][CH2:15][NH:14]1, predict the reaction product. The product is: [CH3:12][C@@H:13]1[NH:14][CH2:15][CH2:16][N:17]([C:2]2[CH:11]=[CH:10][C:5]([C:6]([O:8][CH3:9])=[O:7])=[CH:4][CH:3]=2)[CH2:18]1. (3) Given the reactants Cl[C:2]1[C:3](=[O:15])[N:4]([C@@H:9]([CH:12]2[CH2:14][CH2:13]2)[CH2:10][CH3:11])[CH:5]=[C:6]([Cl:8])[N:7]=1.[Br:16][C:17]1[CH:18]=[C:19]2[C:23](=[C:24]([Br:26])[CH:25]=1)[NH:22][CH2:21][CH2:20]2, predict the reaction product. The product is: [Cl:8][C:6]1[N:7]=[C:2]([N:22]2[C:23]3[C:19](=[CH:18][C:17]([Br:16])=[CH:25][C:24]=3[Br:26])[CH2:20][CH2:21]2)[C:3](=[O:15])[N:4]([C@@H:9]([CH:12]2[CH2:14][CH2:13]2)[CH2:10][CH3:11])[CH:5]=1.